From a dataset of Catalyst prediction with 721,799 reactions and 888 catalyst types from USPTO. Predict which catalyst facilitates the given reaction. (1) The catalyst class is: 4. Product: [C:18]([O:22][C:23]1[C:24]([CH2:29][N:15]2[CH2:14][CH2:13][CH:12]([C:10](=[O:11])[CH2:9][C:4]3[CH:5]=[CH:6][CH:7]=[CH:8][C:3]=3[F:2])[CH2:17][CH2:16]2)=[N:25][CH:26]=[CH:27][N:28]=1)([CH3:21])([CH3:20])[CH3:19]. Reactant: Cl.[F:2][C:3]1[CH:8]=[CH:7][CH:6]=[CH:5][C:4]=1[CH2:9][C:10]([CH:12]1[CH2:17][CH2:16][NH:15][CH2:14][CH2:13]1)=[O:11].[C:18]([O:22][C:23]1[C:24]([CH:29]=O)=[N:25][CH:26]=[CH:27][N:28]=1)([CH3:21])([CH3:20])[CH3:19].C(O[BH-](OC(=O)C)OC(=O)C)(=O)C.[Na+].[OH-].[Na+]. (2) Reactant: C(OC(=O)[NH:7][CH2:8][C:9]1[CH:34]=[CH:33][C:12]2[N:13]([CH2:28][CH2:29][CH2:30][CH2:31][OH:32])[C:14]([CH2:16][N:17]3[C:25]4[C:20](=[CH:21][CH:22]=[CH:23][CH:24]=4)[C:19]([CH:26]=[CH2:27])=[N:18]3)=[N:15][C:11]=2[CH:10]=1)(C)(C)C.C(O)(C(F)(F)F)=O.C(Cl)(=O)C. The catalyst class is: 2. Product: [NH2:7][CH2:8][C:9]1[CH:34]=[CH:33][C:12]2[N:13]([CH2:28][CH2:29][CH2:30][CH2:31][OH:32])[C:14]([CH2:16][N:17]3[C:25]4[C:20](=[CH:21][CH:22]=[CH:23][CH:24]=4)[C:19]([CH:26]=[CH2:27])=[N:18]3)=[N:15][C:11]=2[CH:10]=1. (3) Reactant: [F:1][C:2]1[C:7]2[N:8]=[CH:9][O:10][C:6]=2[CH:5]=[C:4]([C:11]([NH:13][O:14][CH2:15][CH2:16][O:17]C=C)=[O:12])[C:3]=1[NH:20][C:21]1[CH:26]=[CH:25][C:24]([I:27])=[CH:23][C:22]=1[F:28].Cl. Product: [F:1][C:2]1[C:7]2[N:8]=[CH:9][O:10][C:6]=2[CH:5]=[C:4]([C:11]([NH:13][O:14][CH2:15][CH2:16][OH:17])=[O:12])[C:3]=1[NH:20][C:21]1[CH:26]=[CH:25][C:24]([I:27])=[CH:23][C:22]=1[F:28]. The catalyst class is: 2. (4) Reactant: [NH:1]1[C:5]2=[N:6][CH:7]=[C:8]([C:10]3[CH:11]=[CH:12][C:13]([NH:16][C:17](=[O:23])[O:18][C:19]([CH3:22])([CH3:21])[CH3:20])=[N:14][CH:15]=3)[CH:9]=[C:4]2[CH:3]=[CH:2]1.[Br:24]N1C(=O)CCC1=O. Product: [C:19]([O:18][C:17](=[O:23])[NH:16][C:13]1[CH:12]=[CH:11][C:10]([C:8]2[CH:9]=[C:4]3[C:3]([Br:24])=[CH:2][NH:1][C:5]3=[N:6][CH:7]=2)=[CH:15][N:14]=1)([CH3:20])([CH3:22])[CH3:21]. The catalyst class is: 118.